This data is from Forward reaction prediction with 1.9M reactions from USPTO patents (1976-2016). The task is: Predict the product of the given reaction. (1) The product is: [Cl:1][C:2]1[N:3]=[CH:4][C:5]([CH:18]([OH:24])[CH2:19][OH:34])=[C:6]([C:8]2[NH:9][C:10]3[C:15]([CH:16]=2)=[C:14]([F:17])[CH:13]=[CH:12][CH:11]=3)[CH:7]=1. Given the reactants [Cl:1][C:2]1[CH:7]=[C:6]([C:8]2[NH:9][C:10]3[C:15]([CH:16]=2)=[C:14]([F:17])[CH:13]=[CH:12][CH:11]=3)[C:5]([CH:18]=[CH2:19])=[CH:4][N:3]=1.C[N+]1([O-])CC[O:24]CC1.[O-]S([O-])=O.[Na+].[Na+].[OH2:34], predict the reaction product. (2) Given the reactants Br[C:2]1[S:27][C:5]2[N:6]=[CH:7][N:8]=[C:9]([NH:10][C:11]3[CH:16]=[CH:15][C:14]([O:17][CH2:18][C:19]4[CH:24]=[CH:23][CH:22]=[C:21]([F:25])[CH:20]=4)=[C:13]([Cl:26])[CH:12]=3)[C:4]=2[CH:3]=1.[S:28]1[CH:32]=[CH:31][C:30]([CH2:33][C:34]([OH:36])=O)=[CH:29]1, predict the reaction product. The product is: [Cl:26][C:13]1[CH:12]=[C:11]([NH:10][C:9]2[C:4]3[CH:3]=[C:2]([C:3]#[C:4][CH2:5][NH:6][C:34](=[O:36])[CH2:33][C:30]4[CH:31]=[CH:32][S:28][CH:29]=4)[S:27][C:5]=3[N:6]=[CH:7][N:8]=2)[CH:16]=[CH:15][C:14]=1[O:17][CH2:18][C:19]1[CH:24]=[CH:23][CH:22]=[C:21]([F:25])[CH:20]=1. (3) Given the reactants C[Si]([N-][Si](C)(C)C)(C)C.[Li+].[C:11]([O:15][C:16](=[O:41])[CH:17]([NH:29][S:30]([C:33]1[CH:38]=[CH:37][C:36]([O:39][CH3:40])=[CH:35][CH:34]=1)(=[O:32])=[O:31])[CH2:18][C:19]([O:21][CH2:22][C:23]1[CH:28]=[CH:27][CH:26]=[CH:25][CH:24]=1)=[O:20])([CH3:14])([CH3:13])[CH3:12].[CH2:42](I)[CH:43]=[CH2:44], predict the reaction product. The product is: [C:11]([O:15][C:16](=[O:41])[CH:17]([NH:29][S:30]([C:33]1[CH:38]=[CH:37][C:36]([O:39][CH3:40])=[CH:35][CH:34]=1)(=[O:32])=[O:31])[CH:18]([CH2:44][CH:43]=[CH2:42])[C:19]([O:21][CH2:22][C:23]1[CH:28]=[CH:27][CH:26]=[CH:25][CH:24]=1)=[O:20])([CH3:13])([CH3:14])[CH3:12]. (4) Given the reactants [C:1]([O:5][C:6]([NH:8][CH:9]([C:29]([O:31]C)=[O:30])[CH2:10][CH2:11][CH2:12][CH2:13][NH:14][S:15]([C:18]1[C:23]([Cl:24])=[CH:22][CH:21]=[C:20]([N+:25]([O-:27])=[O:26])[C:19]=1Cl)(=[O:17])=[O:16])=[O:7])([CH3:4])([CH3:3])[CH3:2].[H-].[Na+].[OH2:35], predict the reaction product. The product is: [C:1]([O:5][C:6]([NH:8][CH:9]([C:29]([OH:31])=[O:30])[CH2:10][CH2:11][CH2:12][CH2:13][NH:14][S:15]([C:18]1[C:23]([Cl:24])=[CH:22][CH:21]=[C:20]([N+:25]([O-:27])=[O:26])[C:19]=1[OH:35])(=[O:17])=[O:16])=[O:7])([CH3:3])([CH3:4])[CH3:2].